From a dataset of Reaction yield outcomes from USPTO patents with 853,638 reactions. Predict the reaction yield, written as a fraction of the theoretical maximum amount of product (1.0 means a 100% yield; for example, 0.34 means a 34% yield). (1) The product is [CH3:17][O:15][CH:11]([C:10]1[CH:13]=[CH:14][C:7]([N:1]2[CH2:6][CH2:5][O:4][CH2:3][CH2:2]2)=[CH:8][CH:9]=1)[C:23]([OH:24])=[O:21]. The yield is 0.580. The reactants are [N:1]1([C:7]2[CH:14]=[CH:13][C:10]([CH:11]=O)=[CH:9][CH:8]=2)[CH2:6][CH2:5][O:4][CH2:3][CH2:2]1.[OH-:15].[K+].[CH:17](Br)(Br)Br.[OH-:21].[K+].[CH3:23][OH:24]. The catalyst is CO.O1CCOCC1. (2) The reactants are CC1C=CC(S([N:11]2[CH:15]=[C:14]([CH:16]=O)[CH:13]=[N:12]2)(=O)=O)=CC=1.[NH2:18][C:19]1[CH:24]=[CH:23][C:22]([Cl:25])=[CH:21][C:20]=1[CH2:26][C:27]([O-:29])=O.[NH2:18][C:19]1[CH:24]=[CH:23][C:22]([Cl:25])=[CH:21][C:20]=1[CH2:26][C:27]([O-:29])=O.[Ba+2].[SiH](CC)(CC)CC. The catalyst is C(O)(C(F)(F)F)=O.C(Cl)Cl.O. The product is [Cl:25][C:22]1[CH:21]=[C:20]2[C:19](=[CH:24][CH:23]=1)[N:18]([CH2:16][C:14]1[CH:15]=[N:11][NH:12][CH:13]=1)[C:27](=[O:29])[CH2:26]2. The yield is 0.0600. (3) The reactants are C(OC([N:8]1[CH2:13][CH2:12][N:11]([C:14]2[S:15][C:16]([C:19]([F:22])([F:21])[F:20])=[CH:17][N:18]=2)[CH2:10][CH2:9]1)=O)(C)(C)C.[ClH:23]. The catalyst is O1CCOCC1.CCOCC. The product is [ClH:23].[F:21][C:19]([F:20])([F:22])[C:16]1[S:15][C:14]([N:11]2[CH2:12][CH2:13][NH:8][CH2:9][CH2:10]2)=[N:18][CH:17]=1. The yield is 0.990. (4) The reactants are [CH2:1]([O:8][C:9]1[CH:14]=[CH:13][C:12](Br)=[C:11]([CH3:16])[CH:10]=1)[C:2]1[CH:7]=[CH:6][CH:5]=[CH:4][CH:3]=1.C([Li])CCC.CON(C)[C:25](=[O:38])[C:26]1[CH:31]=[CH:30][C:29]([O:32][CH3:33])=[CH:28][C:27]=1[O:34][CH2:35][O:36][CH3:37]. The catalyst is O1CCCC1. The product is [CH2:1]([O:8][C:9]1[CH:14]=[CH:13][C:12]([C:25]([C:26]2[CH:31]=[CH:30][C:29]([O:32][CH3:33])=[CH:28][C:27]=2[O:34][CH2:35][O:36][CH3:37])=[O:38])=[C:11]([CH3:16])[CH:10]=1)[C:2]1[CH:7]=[CH:6][CH:5]=[CH:4][CH:3]=1. The yield is 0.650. (5) The reactants are C([SiH](CC)CC)C.[B].[CH2:9]([CH:16]1[CH2:20][O:19][C:18](=[O:21])[N:17]1[C:22](=[O:51])[CH:23]([O:48][CH2:49][CH3:50])[CH:24]([C:26]1[CH:31]=[CH:30][C:29]([C:32]2[CH:37]=[CH:36][CH:35]=[C:34]([CH2:38][N:39](C)[C:40](=O)OC(C)(C)C)[CH:33]=2)=[CH:28][CH:27]=1)O)[C:10]1[CH:15]=[CH:14][CH:13]=[CH:12][CH:11]=1.C(=O)([O-])[O-].[Na+].[Na+]. The catalyst is ClCCl. The product is [CH2:9]([CH:16]1[CH2:20][O:19][C:18](=[O:21])[N:17]1[C:22](=[O:51])[CH:23]([O:48][CH2:49][CH3:50])[CH2:24][C:26]1[CH:31]=[CH:30][C:29]([C:32]2[CH:37]=[CH:36][CH:35]=[C:34]([CH2:38][NH:39][CH3:40])[CH:33]=2)=[CH:28][CH:27]=1)[C:10]1[CH:15]=[CH:14][CH:13]=[CH:12][CH:11]=1. The yield is 0.510. (6) The reactants are N#N.CCN=C=NCCCN(C)C.Cl.CCN(CC)CC.[CH3:22][O:23][C:24]1[CH:25]=[C:26]([CH2:34][C:35]([OH:37])=O)[CH:27]=[C:28]([O:32][CH3:33])[C:29]=1[O:30][CH3:31].[CH2:38]([O:40][C:41]([CH2:43][N:44]1[CH2:49][CH2:48][NH:47][CH2:46][CH2:45]1)=[O:42])[CH3:39]. The catalyst is C(Cl)Cl.CN(C1C=CN=CC=1)C. The product is [CH2:38]([O:40][C:41](=[O:42])[CH2:43][N:44]1[CH2:49][CH2:48][N:47]([C:35](=[O:37])[CH2:34][C:26]2[CH:27]=[C:28]([O:32][CH3:33])[C:29]([O:30][CH3:31])=[C:24]([O:23][CH3:22])[CH:25]=2)[CH2:46][CH2:45]1)[CH3:39]. The yield is 0.400. (7) The reactants are [OH:1][C:2]1[C:10]([OH:11])=[CH:9][CH:8]=[CH:7][C:3]=1[C:4]([OH:6])=[O:5].S(=O)(=O)(O)O.[CH2:17](O)[CH3:18]. No catalyst specified. The product is [OH:1][C:2]1[C:10]([OH:11])=[CH:9][CH:8]=[CH:7][C:3]=1[C:4]([O:6][CH2:17][CH3:18])=[O:5]. The yield is 1.00.